Dataset: Catalyst prediction with 721,799 reactions and 888 catalyst types from USPTO. Task: Predict which catalyst facilitates the given reaction. (1) Reactant: [CH3:1][O:2][C:3]([C:5]1[CH:10]=[C:9]([OH:11])[N:8]=[C:7]([C:12]2[CH:17]=[CH:16][C:15]([Cl:18])=[C:14]([O:19][CH3:20])[C:13]=2[F:21])[N:6]=1)=[O:4].[Br:22]N1C(=O)CCC1=O. Product: [CH3:1][O:2][C:3]([C:5]1[C:10]([Br:22])=[C:9]([OH:11])[N:8]=[C:7]([C:12]2[CH:17]=[CH:16][C:15]([Cl:18])=[C:14]([O:19][CH3:20])[C:13]=2[F:21])[N:6]=1)=[O:4]. The catalyst class is: 545. (2) Reactant: [Cl:1][C:2]1[CH:3]=[C:4]([C:9]2([C:24]([F:27])([F:26])[F:25])[O:13][N:12]=[C:11]([C:14]3[CH:22]=[CH:21][C:17]([C:18](Cl)=[O:19])=[C:16]([CH3:23])[CH:15]=3)[CH2:10]2)[CH:5]=[C:6]([Cl:8])[CH:7]=1.O.[NH3:29]. Product: [Cl:1][C:2]1[CH:3]=[C:4]([C:9]2([C:24]([F:27])([F:26])[F:25])[O:13][N:12]=[C:11]([C:14]3[CH:22]=[CH:21][C:17]([C:18]([NH2:29])=[O:19])=[C:16]([CH3:23])[CH:15]=3)[CH2:10]2)[CH:5]=[C:6]([Cl:8])[CH:7]=1. The catalyst class is: 7.